From a dataset of Forward reaction prediction with 1.9M reactions from USPTO patents (1976-2016). Predict the product of the given reaction. (1) Given the reactants Br[CH2:2][CH2:3][CH2:4][C:5]#[C:6][C:7]1[CH:12]=[CH:11][CH:10]=[CH:9][N:8]=1.[NH:13]1[C:17]2[CH:18]=[CH:19][CH:20]=[CH:21][C:16]=2[N:15]=[N:14]1, predict the reaction product. The product is: [N:8]1[CH:9]=[CH:10][CH:11]=[CH:12][C:7]=1[C:6]#[C:5][CH2:4][CH2:3][CH2:2][N:14]1[N:15]=[C:16]2[CH:21]=[CH:20][CH:19]=[CH:18][C:17]2=[N:13]1.[N:8]1[CH:9]=[CH:10][CH:11]=[CH:12][C:7]=1[C:6]#[C:5][CH2:4][CH2:3][CH2:2][N:13]1[C:17]2[CH:18]=[CH:19][CH:20]=[CH:21][C:16]=2[N:15]=[N:14]1. (2) Given the reactants [CH3:1][O:2][C:3]1[CH:8]=[C:7]([O:9][CH3:10])[N:6]=[C:5]([N:11]2[C:20](=[O:21])[C:19]3[C:14](=[CH:15][C:16]([C:22]([OH:24])=O)=[CH:17][CH:18]=3)[NH:13][C:12]2=[S:25])[N:4]=1.Cl.[CH3:27][S:28]([C:31]1[CH:38]=[CH:37][C:34]([CH2:35][NH2:36])=[CH:33][CH:32]=1)(=[O:30])=[O:29].CCN(C(C)C)C(C)C.CN(C(ON1N=NC2C=CC=NC1=2)=[N+](C)C)C.F[P-](F)(F)(F)(F)F, predict the reaction product. The product is: [CH3:10][O:9][C:7]1[CH:8]=[C:3]([O:2][CH3:1])[N:4]=[C:5]([N:11]2[C:20](=[O:21])[C:19]3[C:14](=[CH:15][C:16]([C:22]([NH:36][CH2:35][C:34]4[CH:33]=[CH:32][C:31]([S:28]([CH3:27])(=[O:30])=[O:29])=[CH:38][CH:37]=4)=[O:24])=[CH:17][CH:18]=3)[NH:13][C:12]2=[S:25])[N:6]=1. (3) Given the reactants [OH:1][C@H:2]1[CH2:7][CH2:6][C@H:5]([NH:8][C:9]2[N:14]=[C:13]([C:15](OCC)=[O:16])[C:12]([N+:20]([O-])=O)=[C:11]([NH:23][C:24]3[CH:29]=[CH:28][CH:27]=[CH:26][C:25]=3[O:30][CH3:31])[N:10]=2)[CH2:4][CH2:3]1.ClC1N=C([C:39](OCC)=[O:40])C([N+]([O-])=O)=C(NC2C=CC=CC=2OC)N=1.[NH2:56][C@H]1CC[C@H](O)CC1.C(N(C(C)C)CC)(C)C, predict the reaction product. The product is: [OH:1][C@H:2]1[CH2:7][CH2:6][C@H:5]([NH:8][C:9]2[N:10]=[C:11]3[C:12]([NH:20][C:39](=[O:40])[N:23]3[C:24]3[CH:29]=[CH:28][CH:27]=[CH:26][C:25]=3[O:30][CH3:31])=[C:13]([C:15]([NH2:56])=[O:16])[N:14]=2)[CH2:4][CH2:3]1. (4) Given the reactants Cl.CO[C:4]([C:6]1[CH:11]=[CH:10][CH:9]=[CH:8][C:7]=1[CH2:12][C:13](=[NH:16])OC)=[O:5].[OH:17][CH2:18][C@H:19]1[CH2:24][NH:23][CH2:22][CH2:21][N:20]1[CH2:25][CH3:26], predict the reaction product. The product is: [OH:17][CH2:18][C@@H:19]1[N:20]([CH2:25][CH3:26])[CH2:21][CH2:22][N:23]([C:13]2[NH:16][C:4](=[O:5])[C:6]3[C:7]([CH:12]=2)=[CH:8][CH:9]=[CH:10][CH:11]=3)[CH2:24]1. (5) The product is: [Br:1][C:2]1[CH:9]=[CH:8][C:5]([CH2:6][N:11]2[CH2:16][CH2:15][CH2:14][CH2:13][CH2:12]2)=[C:4]([F:10])[CH:3]=1. Given the reactants [Br:1][C:2]1[CH:9]=[CH:8][C:5]([CH:6]=O)=[C:4]([F:10])[CH:3]=1.[NH:11]1[CH2:16][CH2:15][CH2:14][CH2:13][CH2:12]1.C(O[BH-](OC(=O)C)OC(=O)C)(=O)C.[Na+], predict the reaction product. (6) Given the reactants [CH3:1][C:2]([S:7]([CH:10]1[CH2:15][CH2:14][O:13][CH2:12][CH2:11]1)(=[O:9])=[O:8])([CH3:6])[C:3]([OH:5])=O.C(Cl)(=O)C(Cl)=O.[C:22]([C:26]1[CH:30]=[C:29]([CH2:31][NH2:32])[O:28][N:27]=1)([CH3:25])([CH3:24])[CH3:23].C(N(CC)C(C)C)(C)C, predict the reaction product. The product is: [C:22]([C:26]1[CH:30]=[C:29]([CH2:31][NH:32][C:3](=[O:5])[C:2]([CH3:1])([S:7]([CH:10]2[CH2:15][CH2:14][O:13][CH2:12][CH2:11]2)(=[O:9])=[O:8])[CH3:6])[O:28][N:27]=1)([CH3:25])([CH3:23])[CH3:24].